Dataset: Full USPTO retrosynthesis dataset with 1.9M reactions from patents (1976-2016). Task: Predict the reactants needed to synthesize the given product. (1) Given the product [F:19][C:20]([F:30])([F:31])[C:21]1[CH:22]=[C:23]([NH:27][C:28]([NH:16][C:13]2[CH:14]=[CH:15][C:10]([O:9][C:7]3[CH:6]=[CH:5][N:4]=[C:3]([C:2]([F:1])([F:17])[F:18])[CH:8]=3)=[CH:11][CH:12]=2)=[O:29])[CH:24]=[CH:25][CH:26]=1, predict the reactants needed to synthesize it. The reactants are: [F:1][C:2]([F:18])([F:17])[C:3]1[CH:8]=[C:7]([O:9][C:10]2[CH:15]=[CH:14][C:13]([NH2:16])=[CH:12][CH:11]=2)[CH:6]=[CH:5][N:4]=1.[F:19][C:20]([F:31])([F:30])[C:21]1[CH:26]=[CH:25][CH:24]=[C:23]([N:27]=[C:28]=[O:29])[CH:22]=1. (2) Given the product [S:1]1[C:5]([C:6]2[C:7]([NH:26][C:46](=[O:47])[CH2:45][C:42]3[CH:41]=[CH:40][C:39]([O:38][Si:31]([C:34]([CH3:36])([CH3:35])[CH3:37])([CH3:32])[CH3:33])=[CH:44][CH:43]=3)=[N:8][CH:9]=[C:10]([C:12]3[CH:13]=[CH:14][C:15]([O:18][Si:19]([C:22]([CH3:25])([CH3:24])[CH3:23])([CH3:21])[CH3:20])=[CH:16][CH:17]=3)[N:11]=2)=[CH:4][C:3]2[CH:27]=[CH:28][CH:29]=[CH:30][C:2]1=2, predict the reactants needed to synthesize it. The reactants are: [S:1]1[C:5]([C:6]2[C:7]([NH2:26])=[N:8][CH:9]=[C:10]([C:12]3[CH:17]=[CH:16][C:15]([O:18][Si:19]([C:22]([CH3:25])([CH3:24])[CH3:23])([CH3:21])[CH3:20])=[CH:14][CH:13]=3)[N:11]=2)=[CH:4][C:3]2[CH:27]=[CH:28][CH:29]=[CH:30][C:2]1=2.[Si:31]([O:38][C:39]1[CH:44]=[CH:43][C:42]([CH2:45][C:46](Cl)=[O:47])=[CH:41][CH:40]=1)([C:34]([CH3:37])([CH3:36])[CH3:35])([CH3:33])[CH3:32].O. (3) Given the product [F:12][C:9]([F:10])([F:11])[C:7]1[CH:6]=[C:5]([C@H:13]([O:15][C@H:16]2[CH2:20][N:19]([C:21]([O:23][C:24]([CH3:25])([CH3:26])[CH3:27])=[O:22])[C@@H:18]([CH:28]([CH3:43])[C:29]([O:31][CH3:32])=[O:30])[C@@H:17]2[C:33]2[CH:38]=[CH:37][C:36]([F:39])=[CH:35][CH:34]=2)[CH3:14])[CH:4]=[C:3]([C:2]([F:1])([F:40])[F:41])[CH:8]=1, predict the reactants needed to synthesize it. The reactants are: [F:1][C:2]([F:41])([F:40])[C:3]1[CH:4]=[C:5]([C@H:13]([O:15][C@H:16]2[CH2:20][N:19]([C:21]([O:23][C:24]([CH3:27])([CH3:26])[CH3:25])=[O:22])[C@@H:18]([CH2:28][C:29]([O:31][CH3:32])=[O:30])[C@@H:17]2[C:33]2[CH:38]=[CH:37][C:36]([F:39])=[CH:35][CH:34]=2)[CH3:14])[CH:6]=[C:7]([C:9]([F:12])([F:11])[F:10])[CH:8]=1.[Li+].[CH3:43][Si]([N-][Si](C)(C)C)(C)C.CI. (4) Given the product [ClH:29].[C:25]([O:8][C:7](=[O:9])[C@@H:4]1[CH2:3][C@@H:2]([OH:1])[CH2:6][NH:5]1)(=[O:28])[CH:26]=[CH2:27], predict the reactants needed to synthesize it. The reactants are: [OH:1][C@H:2]1[CH2:6][NH:5][C@H:4]([C:7]([OH:9])=[O:8])[CH2:3]1.FC(F)(F)C(O)=O.FC(F)(F)S(O)(=O)=O.[C:25]([Cl:29])(=[O:28])[CH:26]=[CH2:27]. (5) Given the product [F:1][C:2]1[CH:3]=[C:4]([CH:9]([C:10]([C:12]2[CH:17]=[CH:16][C:15]([CH3:18])=[C:14]([CH3:19])[CH:13]=2)=[O:11])[CH2:29][CH2:30][CH2:31][S:32][C:33]2[CH:42]=[CH:41][C:36]([C:37]([O:39][CH3:40])=[O:38])=[CH:35][CH:34]=2)[CH:5]=[C:6]([F:8])[CH:7]=1, predict the reactants needed to synthesize it. The reactants are: [F:1][C:2]1[CH:3]=[C:4]([CH2:9][C:10]([C:12]2[CH:17]=[CH:16][C:15]([CH3:18])=[C:14]([CH3:19])[CH:13]=2)=[O:11])[CH:5]=[C:6]([F:8])[CH:7]=1.C([N-]C(C)C)(C)C.[Li+].Br[CH2:29][CH2:30][CH2:31][S:32][C:33]1[CH:42]=[CH:41][C:36]([C:37]([O:39][CH3:40])=[O:38])=[CH:35][CH:34]=1.